This data is from hERG Central: cardiac toxicity at 1µM, 10µM, and general inhibition. The task is: Predict hERG channel inhibition at various concentrations. (1) The compound is CC(Cc1ccccc1)NC(=O)/C=C/c1ccc([N+](=O)[O-])cc1. Results: hERG_inhib (hERG inhibition (general)): blocker. (2) The drug is COc1ccc(S(=O)(=O)N2CCN(c3cc(-c4ccccc4)nc4ncnn34)CC2)cc1. Results: hERG_inhib (hERG inhibition (general)): blocker. (3) The compound is Cl.NC(=O)c1ccc(OCCC(O)N2CC=C(c3ccc(F)cc3)CC2)cc1. Results: hERG_inhib (hERG inhibition (general)): blocker. (4) The compound is CCCCCCn1c(CN2CCN(C)CC2)nc2c1c(=O)n(C)c(=O)n2C. Results: hERG_inhib (hERG inhibition (general)): blocker. (5) The drug is CCOC(=O)c1c(C)oc2c1cc(NS(=O)(=O)c1ccc(C(=O)O)cc1)c1ccccc12. Results: hERG_inhib (hERG inhibition (general)): blocker. (6) The drug is O=c1c2c(-c3ccc([N+](=O)[O-])cc3)csc2nc2n1CCC2. Results: hERG_inhib (hERG inhibition (general)): blocker. (7) The compound is COC(=O)Cc1ccc(NC(=S)NCc2ccc(F)cc2)cc1. Results: hERG_inhib (hERG inhibition (general)): blocker.